From a dataset of Full USPTO retrosynthesis dataset with 1.9M reactions from patents (1976-2016). Predict the reactants needed to synthesize the given product. (1) Given the product [OH:4][CH2:5][CH2:6][C:7]1[CH:8]=[CH:9][CH:10]=[C:11]2[C:15]=1[NH:14][CH:13]=[C:12]2[C:16](=[O:36])[CH:17]([NH:27][C:28]1[CH:29]=[N:30][CH:31]=[C:32]([O:34][CH3:35])[CH:33]=1)[C:18]1[CH:26]=[C:21]2[CH:22]=[CH:23][CH:24]=[CH:25][N:20]2[N:19]=1, predict the reactants needed to synthesize it. The reactants are: C([O:4][CH2:5][CH2:6][C:7]1[CH:8]=[CH:9][CH:10]=[C:11]2[C:15]=1[NH:14][CH:13]=[C:12]2[C:16](=[O:36])[CH:17]([NH:27][C:28]1[CH:29]=[N:30][CH:31]=[C:32]([O:34][CH3:35])[CH:33]=1)[C:18]1[CH:26]=[C:21]2[CH:22]=[CH:23][CH:24]=[CH:25][N:20]2[N:19]=1)(=O)C.C(=O)([O-])[O-].[K+].[K+]. (2) Given the product [CH2:1]([O:3][C:4](=[O:17])[CH2:5][O:6][C:7]1[CH:12]=[CH:11][C:10]([Br:13])=[CH:9][C:8]=1[C:14](=[O:16])[CH2:15][Br:18])[CH3:2], predict the reactants needed to synthesize it. The reactants are: [CH2:1]([O:3][C:4](=[O:17])[CH2:5][O:6][C:7]1[CH:12]=[CH:11][C:10]([Br:13])=[CH:9][C:8]=1[C:14](=[O:16])[CH3:15])[CH3:2].[Br:18]Br. (3) Given the product [NH2:57][C:3]1[C:2]([Cl:1])=[C:7]([O:8][C:9]2[CH:14]=[CH:13][C:12]([NH:15][C:16]([C:18]3[C:19](=[O:34])[N:20]([C:27]4[CH:28]=[CH:29][C:30]([F:33])=[CH:31][CH:32]=4)[CH:21]=[CH:22][C:23]=3[O:43][CH2:40][CH3:41])=[O:17])=[CH:11][C:10]=2[F:35])[CH:6]=[CH:5][N:4]=1, predict the reactants needed to synthesize it. The reactants are: [Cl:1][C:2]1[C:3](C(N)=O)=[N:4][CH:5]=[CH:6][C:7]=1[O:8][C:9]1[CH:14]=[CH:13][C:12]([NH:15][C:16]([C:18]2[C:19](=[O:34])[N:20]([C:27]3[CH:32]=[CH:31][C:30]([F:33])=[CH:29][CH:28]=3)[CH:21]=[CH:22][C:23]=2OCC)=[O:17])=[CH:11][C:10]=1[F:35].O.[C:40]([OH:43])(=O)[CH3:41].C(O)(=O)C.IC1C=CC=CC=1.CC#[N:57]. (4) Given the product [ClH:22].[ClH:22].[C:1]12([CH2:8][N:9]3[CH2:13][CH2:12][C@@H:11]([NH2:14])[CH2:10]3)[O:7][CH:4]([CH2:5][CH2:6]1)[CH2:3][CH2:2]2, predict the reactants needed to synthesize it. The reactants are: [C:1]12([CH2:8][N:9]3[CH2:13][CH2:12][C@@H:11]([NH:14]C(=O)OC(C)(C)C)[CH2:10]3)[O:7][CH:4]([CH2:5][CH2:6]1)[CH2:3][CH2:2]2.[ClH:22].CCOC(C)=O. (5) Given the product [Cl:1][C:2]1[C:7]([O:8][CH2:10][CH2:11][CH2:12][CH2:13][O:14][C:15]2[CH:20]=[CH:19][C:18]([C:21](=[O:26])[CH2:22][CH:23]([CH3:24])[CH3:25])=[C:17]([OH:27])[C:16]=2[CH3:28])=[CH:6][CH:5]=[CH:4][N:3]=1, predict the reactants needed to synthesize it. The reactants are: [Cl:1][C:2]1[C:7]([OH:8])=[CH:6][CH:5]=[CH:4][N:3]=1.Br[CH2:10][CH2:11][CH2:12][CH2:13][O:14][C:15]1[CH:20]=[CH:19][C:18]([C:21](=[O:26])[CH2:22][CH:23]([CH3:25])[CH3:24])=[C:17]([OH:27])[C:16]=1[CH3:28].C(=O)([O-])[O-].[Cs+].[Cs+]. (6) Given the product [Cl:1][C:2]1[CH:24]=[CH:23][C:5]([CH2:6][NH:7][C:8]([C:10]2[C:11](=[O:22])[C:12]3[S:19][C:18]([CH2:20][N:26]([CH2:27][C@@H:28]([OH:29])[C:30]4[CH:35]=[CH:34][CH:33]=[CH:32][N:31]=4)[CH3:25])=[CH:17][C:13]=3[N:14]([CH3:16])[CH:15]=2)=[O:9])=[CH:4][CH:3]=1, predict the reactants needed to synthesize it. The reactants are: [Cl:1][C:2]1[CH:24]=[CH:23][C:5]([CH2:6][NH:7][C:8]([C:10]2[C:11](=[O:22])[C:12]3[S:19][C:18]([CH2:20]Cl)=[CH:17][C:13]=3[N:14]([CH3:16])[CH:15]=2)=[O:9])=[CH:4][CH:3]=1.[CH3:25][NH:26][CH2:27][C@H:28]([C:30]1[CH:35]=[CH:34][CH:33]=[CH:32][N:31]=1)[OH:29].C(N(C(C)C)CC)(C)C. (7) Given the product [Cl:27][C:28]1[C:29]([F:54])=[C:30]([NH:34][C:35]2[N:44]=[CH:43][C:42]3[C:37](=[CH:38][C:39]([O:52][CH3:53])=[C:40]([O:45][CH:46]4[CH2:47][CH2:48][N:49]([C:70]([C:68]5[O:67][N:66]=[C:65]([CH3:64])[CH:69]=5)=[O:71])[CH2:50][CH2:51]4)[CH:41]=3)[N:36]=2)[CH:31]=[CH:32][CH:33]=1, predict the reactants needed to synthesize it. The reactants are: CN(C(ON1N=NC2C=CC=NC1=2)=[N+](C)C)C.F[P-](F)(F)(F)(F)F.Cl.Cl.[Cl:27][C:28]1[C:29]([F:54])=[C:30]([NH:34][C:35]2[N:44]=[CH:43][C:42]3[C:37](=[CH:38][C:39]([O:52][CH3:53])=[C:40]([O:45][CH:46]4[CH2:51][CH2:50][NH:49][CH2:48][CH2:47]4)[CH:41]=3)[N:36]=2)[CH:31]=[CH:32][CH:33]=1.C(N(C(C)C)CC)(C)C.[CH3:64][C:65]1[CH:69]=[C:68]([C:70](O)=[O:71])[O:67][N:66]=1.